From a dataset of Full USPTO retrosynthesis dataset with 1.9M reactions from patents (1976-2016). Predict the reactants needed to synthesize the given product. (1) Given the product [CH3:1][C:2]1([CH3:29])[CH2:15][CH2:14][C:13]([CH3:16])([CH3:17])[C:12]2[CH:11]=[C:10]3[C:5]([CH:6]=[CH:7][CH:8]=[C:9]3[CH:18]([OH:19])[C:20]3[CH:28]=[CH:27][C:23]([C:24]([OH:26])=[O:25])=[CH:22][CH:21]=3)=[CH:4][C:3]1=2, predict the reactants needed to synthesize it. The reactants are: [CH3:1][C:2]1([CH3:29])[CH2:15][CH2:14][C:13]([CH3:17])([CH3:16])[C:12]2[CH:11]=[C:10]3[C:5]([CH:6]=[CH:7][CH:8]=[C:9]3[C:18]([C:20]3[CH:28]=[CH:27][C:23]([C:24]([OH:26])=[O:25])=[CH:22][CH:21]=3)=[O:19])=[CH:4][C:3]1=2.[BH4-].[Na+]. (2) Given the product [Br:1][C:2]1[CH:3]=[C:4]2[C:11]([CH3:15])([CH3:10])[C:12]([CH3:13])=[N:8][C:5]2=[N:6][CH:7]=1, predict the reactants needed to synthesize it. The reactants are: [Br:1][C:2]1[CH:3]=[CH:4][C:5]([NH:8]N)=[N:6][CH:7]=1.[CH3:10][CH:11]([CH3:15])[C:12](=O)[CH3:13].